Dataset: Reaction yield outcomes from USPTO patents with 853,638 reactions. Task: Predict the reaction yield, written as a fraction of the theoretical maximum amount of product (1.0 means a 100% yield; for example, 0.34 means a 34% yield). (1) The reactants are [F:1][C:2]([F:22])([F:21])[C:3]1[CH:4]=[C:5]([S:9][CH:10]2[CH2:15][CH2:14][CH:13]([C:16]([O:18][CH2:19][CH3:20])=[O:17])[CH2:12][CH2:11]2)[CH:6]=[CH:7][CH:8]=1.[Li+].[CH3:24]C([N-]C(C)C)C.IC. The catalyst is C1COCC1. The product is [CH3:24][C:13]1([C:16]([O:18][CH2:19][CH3:20])=[O:17])[CH2:12][CH2:11][CH:10]([S:9][C:5]2[CH:6]=[CH:7][CH:8]=[C:3]([C:2]([F:21])([F:1])[F:22])[CH:4]=2)[CH2:15][CH2:14]1. The yield is 0.720. (2) The reactants are [Cl:1][C:2]1[CH:7]=[CH:6][CH:5]=[C:4]([Cl:8])[C:3]=1[CH2:9][CH2:10][CH:11]=[N:12][OH:13].[Cl:14]N1C(=O)CCC1=O.O. The catalyst is CN(C)C=O. The product is [Cl:1][C:2]1[CH:7]=[CH:6][CH:5]=[C:4]([Cl:8])[C:3]=1[CH2:9][CH2:10][C:11]([Cl:14])=[N:12][OH:13]. The yield is 0.860. (3) The reactants are [CH3:1][NH:2][CH2:3][CH2:4][C:5]#[C:6][C:7]1[CH:12]=[CH:11][CH:10]=[CH:9][N:8]=1.[F:13][C:14]1[CH:19]=[CH:18][C:17]([S:20](Cl)(=[O:22])=[O:21])=[CH:16][CH:15]=1. No catalyst specified. The product is [F:13][C:14]1[CH:19]=[CH:18][C:17]([S:20]([N:2]([CH3:1])[CH2:3][CH2:4][C:5]#[C:6][C:7]2[CH:12]=[CH:11][CH:10]=[CH:9][N:8]=2)(=[O:22])=[O:21])=[CH:16][CH:15]=1. The yield is 0.160.